From a dataset of Reaction yield outcomes from USPTO patents with 853,638 reactions. Predict the reaction yield, written as a fraction of the theoretical maximum amount of product (1.0 means a 100% yield; for example, 0.34 means a 34% yield). (1) The reactants are [CH3:1][O:2][C:3]([C:5]1[S:9][C:8]2[C:10]([N+:14]([O-])=O)=[CH:11][CH:12]=[CH:13][C:7]=2[CH:6]=1)=[O:4].[H][H]. The catalyst is CCOC(C)=O.[Pd]. The product is [CH3:1][O:2][C:3]([C:5]1[S:9][C:8]2[C:10]([NH2:14])=[CH:11][CH:12]=[CH:13][C:7]=2[CH:6]=1)=[O:4]. The yield is 1.00. (2) The reactants are [Si](O[C@@:9]1([CH2:49][C:50]2[CH:55]=[CH:54][CH:53]=[CH:52][CH:51]=2)[CH2:13][CH2:12][CH:11]([CH2:14][C:15]2[CH:20]=[CH:19][C:18]([NH:21][S:22]([C:25]3[CH:30]=[CH:29][C:28]([C:31]4[S:32][CH:33]=[C:34]([C:36]5[CH:41]=[CH:40][C:39]([C:42]([F:45])([F:44])[F:43])=[CH:38][CH:37]=5)[N:35]=4)=[CH:27][CH:26]=3)(=[O:24])=[O:23])=[CH:17][CH:16]=2)[N:10]1C([O-])=O)(C(C)(C)C)(C)C.Cl.C[OH:58]. No catalyst specified. The product is [OH:58][C@H:49]([C:50]1[CH:55]=[CH:54][CH:53]=[CH:52][CH:51]=1)[C@@H:9]1[NH:10][C@H:11]([CH2:14][C:15]2[CH:20]=[CH:19][C:18]([NH:21][S:22]([C:25]3[CH:30]=[CH:29][C:28]([C:31]4[S:32][CH:33]=[C:34]([C:36]5[CH:37]=[CH:38][C:39]([C:42]([F:43])([F:45])[F:44])=[CH:40][CH:41]=5)[N:35]=4)=[CH:27][CH:26]=3)(=[O:23])=[O:24])=[CH:17][CH:16]=2)[CH2:12][CH2:13]1. The yield is 0.610. (3) The reactants are [Cl:1][C:2]1[CH:7]=[CH:6][N:5]=[C:4]2[CH:8]=[C:9]([CH:11]=[N:12]O)[S:10][C:3]=12.CCOC(C)=O. The catalyst is C(OC(=O)C)(=O)C. The product is [Cl:1][C:2]1[CH:7]=[CH:6][N:5]=[C:4]2[CH:8]=[C:9]([C:11]#[N:12])[S:10][C:3]=12. The yield is 0.710. (4) The yield is 0.813. The product is [CH2:1]([O:3][C:4]1[C:13]([NH:14][C:15]([N:35]2[CH2:34][CH2:33][N:32]([C:27]3[CH:26]=[C:25]([Cl:24])[CH:30]=[C:29]([Cl:31])[CH:28]=3)[CH2:37][CH2:36]2)=[O:23])=[N:12][C:11]2[C:6](=[CH:7][CH:8]=[CH:9][CH:10]=2)[N:5]=1)[CH3:2]. No catalyst specified. The reactants are [CH2:1]([O:3][C:4]1[C:13]([NH:14][C:15](=[O:23])OC2C=CC=CC=2)=[N:12][C:11]2[C:6](=[CH:7][CH:8]=[CH:9][CH:10]=2)[N:5]=1)[CH3:2].[Cl:24][C:25]1[CH:26]=[C:27]([N:32]2[CH2:37][CH2:36][NH:35][CH2:34][CH2:33]2)[CH:28]=[C:29]([Cl:31])[CH:30]=1. (5) The reactants are [C:1]([O:5][C:6](=[O:19])[CH2:7][C:8](=[O:18])[CH2:9][CH2:10][C:11]1[CH:16]=[CH:15][C:14]([I:17])=[CH:13][CH:12]=1)([CH3:4])([CH3:3])[CH3:2].[H-].[Na+].Br[CH2:23][CH2:24][O:25][Si:26]([C:29]([CH3:32])([CH3:31])[CH3:30])([CH3:28])[CH3:27]. The catalyst is CN(C)C=O. The product is [CH3:30][C:29]([Si:26]([CH3:28])([CH3:27])[O:25][CH2:24][CH2:23][CH:7]([C:8](=[O:18])[CH2:9][CH2:10][C:11]1[CH:12]=[CH:13][C:14]([I:17])=[CH:15][CH:16]=1)[C:6]([O:5][C:1]([CH3:4])([CH3:2])[CH3:3])=[O:19])([CH3:32])[CH3:31]. The yield is 0.700. (6) The reactants are C1(C)C=CC(S(O)(=O)=O)=CC=1.[CH3:12][O:13][C:14](=[O:24])[C:15]1[CH:20]=[CH:19][C:18]([O:21][CH3:22])=[C:17]([NH2:23])[CH:16]=1.[Cl:25][C:26]1[CH:33]=[C:32]([F:34])[CH:31]=[CH:30][C:27]=1[C:28]#[N:29].C([O-])(O)=O.[Na+]. No catalyst specified. The product is [CH3:12][O:13][C:14](=[O:24])[C:15]1[CH:20]=[CH:19][C:18]([O:21][CH3:22])=[C:17]([NH:23][C:28](=[NH:29])[C:27]2[CH:30]=[CH:31][C:32]([F:34])=[CH:33][C:26]=2[Cl:25])[CH:16]=1. The yield is 0.720. (7) The reactants are [Cl-].O[NH3+:3].[C:4](=[O:7])([O-])[OH:5].[Na+].CS(C)=O.[F:13][CH2:14][C:15]([OH:54])([CH3:53])[CH2:16][O:17][C@H:18]1[CH2:23][CH2:22][C@H:21]([N:24]2[C:29](=[O:30])[C:28]([CH2:31][C:32]3[CH:37]=[CH:36][C:35]([C:38]4[C:39]([C:44]#[N:45])=[CH:40][CH:41]=[CH:42][CH:43]=4)=[CH:34][CH:33]=3)=[C:27]([CH2:46][CH2:47][CH3:48])[N:26]3[N:49]=[C:50]([CH3:52])[N:51]=[C:25]23)[CH2:20][CH2:19]1. The catalyst is O.C(OCC)(=O)C. The product is [F:13][CH2:14][C:15]([OH:54])([CH3:53])[CH2:16][O:17][C@H:18]1[CH2:23][CH2:22][C@H:21]([N:24]2[C:29](=[O:30])[C:28]([CH2:31][C:32]3[CH:37]=[CH:36][C:35]([C:38]4[CH:43]=[CH:42][CH:41]=[CH:40][C:39]=4[C:44]4[NH:3][C:4](=[O:7])[O:5][N:45]=4)=[CH:34][CH:33]=3)=[C:27]([CH2:46][CH2:47][CH3:48])[N:26]3[N:49]=[C:50]([CH3:52])[N:51]=[C:25]23)[CH2:20][CH2:19]1. The yield is 0.630.